Task: Predict the product of the given reaction.. Dataset: Forward reaction prediction with 1.9M reactions from USPTO patents (1976-2016) (1) Given the reactants [Cl:1][C:2]1[CH:3]=[CH:4][C:5]([OH:25])=[C:6]([C:8]2[CH:13]=[CH:12][CH:11]=[CH:10][C:9]=2[C:14]2[N:19]=[C:18]([C:20]([O:22][CH2:23][CH3:24])=[O:21])[CH:17]=[CH:16][CH:15]=2)[CH:7]=1.C(=O)([O-])[O-].[K+].[K+].[F:32][C:33]1[CH:40]=[CH:39][C:36]([CH2:37]Br)=[CH:35][CH:34]=1, predict the reaction product. The product is: [Cl:1][C:2]1[CH:3]=[CH:4][C:5]([O:25][CH2:37][C:36]2[CH:39]=[CH:40][C:33]([F:32])=[CH:34][CH:35]=2)=[C:6]([C:8]2[CH:13]=[CH:12][CH:11]=[CH:10][C:9]=2[C:14]2[N:19]=[C:18]([C:20]([O:22][CH2:23][CH3:24])=[O:21])[CH:17]=[CH:16][CH:15]=2)[CH:7]=1. (2) Given the reactants [Br:1][C:2]1[CH:18]=[CH:17][C:5]2[O:6][CH2:7][CH2:8][C@@H:9]3[CH2:14][S:13][C:12]([NH2:15])=[N:11][C@:10]3([CH3:16])[C:4]=2[CH:3]=1.[C:19](O[C:19]([O:21][C:22]([CH3:25])([CH3:24])[CH3:23])=[O:20])([O:21][C:22]([CH3:25])([CH3:24])[CH3:23])=[O:20], predict the reaction product. The product is: [Br:1][C:2]1[CH:18]=[CH:17][C:5]2[O:6][CH2:7][CH2:8][C@@H:9]3[CH2:14][S:13][C:12]([NH:15][C:19](=[O:20])[O:21][C:22]([CH3:25])([CH3:24])[CH3:23])=[N:11][C@:10]3([CH3:16])[C:4]=2[CH:3]=1. (3) Given the reactants C(O[CH:4]1[NH:9][C:7](=[O:8])[CH2:6][CH2:5]1)C.S(=O)(=O)(O)O.[CH:15]1[CH:20]=[CH:19][CH:18]=[CH:17][CH:16]=1, predict the reaction product. The product is: [C:15]1([CH:4]2[NH:9][C:7](=[O:8])[CH2:6][CH2:5]2)[CH:20]=[CH:19][CH:18]=[CH:17][CH:16]=1. (4) Given the reactants [CH3:1][C:2]1[C:3](N=O)=[C:4]2[N:9]([C:10]=1C(OC)=O)[CH:8]=[CH:7][CH:6]=[CH:5]2.N([O-])=O.[Na+].CC1C=C2N(C=1C(OC)=O)C=CC=C2, predict the reaction product. The product is: [CH3:1][C:2]1[CH:3]=[C:4]2[N:9]([CH:10]=1)[CH:8]=[CH:7][CH:6]=[CH:5]2. (5) The product is: [C:16]1([CH3:36])[CH:21]=[CH:20][C:19]([S:22]([O:1][CH:2]([CH3:9])[CH2:3][CH2:4][O:5][C:6](=[O:8])[CH3:7])(=[O:24])=[O:23])=[CH:18][CH:17]=1. Given the reactants [OH:1][CH:2]([CH3:9])[CH2:3][CH2:4][O:5][C:6](=[O:8])[CH3:7].N1C=CC=CC=1.[C:16]1([CH3:36])[CH:21]=[CH:20][C:19]([S:22](O[S:22]([C:19]2[CH:20]=[CH:21][C:16]([CH3:36])=[CH:17][CH:18]=2)(=[O:24])=[O:23])(=[O:24])=[O:23])=[CH:18][CH:17]=1, predict the reaction product. (6) Given the reactants [CH3:1][CH:2]([N:4]([CH2:21][C:22]1[C:30]2[C:25](=[N:26][CH:27]=[CH:28][CH:29]=2)[N:24](COCC[Si](C)(C)C)[CH:23]=1)[C:5]([NH:7][C:8]1[CH:13]=[CH:12][C:11]([S:14]([C:17]([F:20])([F:19])[F:18])(=[O:16])=[O:15])=[CH:10][CH:9]=1)=[O:6])[CH3:3].[F-].C([N+](CCCC)(CCCC)CCCC)CCC, predict the reaction product. The product is: [CH3:3][CH:2]([N:4]([CH2:21][C:22]1[C:30]2[C:25](=[N:26][CH:27]=[CH:28][CH:29]=2)[NH:24][CH:23]=1)[C:5]([NH:7][C:8]1[CH:9]=[CH:10][C:11]([S:14]([C:17]([F:19])([F:20])[F:18])(=[O:16])=[O:15])=[CH:12][CH:13]=1)=[O:6])[CH3:1].